This data is from Full USPTO retrosynthesis dataset with 1.9M reactions from patents (1976-2016). The task is: Predict the reactants needed to synthesize the given product. (1) The reactants are: [NH:1]1[C:9]2[C:4](=[CH:5][C:6]([C:10]3[N:14]=[C:13]([C:15]4[CH:16]=[CH:17][C:18]([O:23][CH:24]([CH3:26])[CH3:25])=[C:19]([CH:22]=4)[C:20]#[N:21])[O:12][N:11]=3)=[CH:7][CH:8]=2)[CH:3]=[N:2]1.Br[CH2:28][C:29]([O:31][CH2:32][CH3:33])=[O:30]. Given the product [C:20]([C:19]1[CH:22]=[C:15]([C:13]2[O:12][N:11]=[C:10]([C:6]3[CH:5]=[C:4]4[C:9](=[CH:8][CH:7]=3)[N:1]([CH2:28][C:29]([O:31][CH2:32][CH3:33])=[O:30])[N:2]=[CH:3]4)[N:14]=2)[CH:16]=[CH:17][C:18]=1[O:23][CH:24]([CH3:26])[CH3:25])#[N:21], predict the reactants needed to synthesize it. (2) Given the product [N:26]1[CH:27]=[CH:28][C:23](/[CH:21]=[CH:22]/[C:2]2[C:10]3[C:5](=[CH:6][C:7]([CH:11]=[O:12])=[CH:8][CH:9]=3)[N:4]([CH2:13][O:14][CH2:15][CH2:16][Si:17]([CH3:20])([CH3:19])[CH3:18])[N:3]=2)=[CH:24][CH:25]=1, predict the reactants needed to synthesize it. The reactants are: I[C:2]1[C:10]2[C:5](=[CH:6][C:7]([CH:11]=[O:12])=[CH:8][CH:9]=2)[N:4]([CH2:13][O:14][CH2:15][CH2:16][Si:17]([CH3:20])([CH3:19])[CH3:18])[N:3]=1.[CH:21]([C:23]1[CH:28]=[CH:27][N:26]=[CH:25][CH:24]=1)=[CH2:22].C(N(C(C)C)CC)(C)C.CC1C=CC=CC=1P(C1C=CC=CC=1C)C1C=CC=CC=1C. (3) Given the product [CH3:64][N:65]([CH3:72])[CH2:66][CH2:67][CH2:68][C:69]([O:71][CH2:22][CH2:21][CH:20]([O:24][CH2:25][CH2:26][CH2:27][CH2:28][CH2:29][CH2:30][CH2:31][CH2:32]/[CH:33]=[CH:34]\[CH2:35]/[CH:36]=[CH:37]\[CH2:38][CH2:39][CH2:40][CH2:41][CH3:42])[C:19]([OH:62])([CH2:43][CH2:44][CH2:45][CH2:46][CH2:47][CH2:48][CH2:49][CH2:50]/[CH:51]=[CH:52]\[CH2:53]/[CH:54]=[CH:55]\[CH2:56][CH2:57][CH2:58][CH2:59][CH3:60])[CH2:1][CH2:2][CH2:3][CH2:4][CH2:5][CH2:6][CH2:7][CH2:8]/[CH:9]=[CH:10]\[CH2:11]/[CH:12]=[CH:13]\[CH2:14][CH2:15][CH2:16][CH2:17][CH3:18])=[O:70], predict the reactants needed to synthesize it. The reactants are: [CH2:1]([C:19]([OH:62])([CH2:43][CH2:44][CH2:45][CH2:46][CH2:47][CH2:48][CH2:49][CH2:50][CH2:51]/[CH:52]=[CH:53]\[CH2:54]/[CH:55]=[CH:56]\[CH2:57][CH2:58][CH2:59][CH2:60]C)[CH:20]([O:24][CH2:25][CH2:26][CH2:27][CH2:28][CH2:29][CH2:30][CH2:31][CH2:32]/[CH:33]=[CH:34]\[CH2:35]/[CH:36]=[CH:37]\[CH2:38][CH2:39][CH2:40][CH2:41][CH3:42])[CH2:21][CH2:22]O)[CH2:2][CH2:3][CH2:4][CH2:5][CH2:6][CH2:7][CH2:8]/[CH:9]=[CH:10]\[CH2:11]/[CH:12]=[CH:13]\[CH2:14][CH2:15][CH2:16][CH2:17][CH3:18].Cl.[CH3:64][N:65]([CH3:72])[CH2:66][CH2:67][CH2:68][C:69]([OH:71])=[O:70].CCN=C=NCCCN(C)C.Cl.CCN(C(C)C)C(C)C. (4) The reactants are: Br[CH2:2][C:3]1[CH:8]=[CH:7][CH:6]=[CH:5][C:4]=1[CH2:9][F:10].BrCC1CCCCO1.N1C2C(=CC=CC=2)C2(C3C(=CC4OCCOC=4C=3)OC2)C1=O.[C:41]12([C:62]3[C:53](=[CH:54][C:55]4[O:60][CH2:59][CH2:58][O:57][C:56]=4[CH:61]=3)[O:52][CH2:51]1)[C:49]1[C:44](=[CH:45][CH:46]=[CH:47][CH:48]=1)[CH2:43][C:42]2=[O:50]. Given the product [F:10][CH2:9][C:4]1[CH:5]=[CH:6][CH:7]=[CH:8][C:3]=1[CH2:2][CH:43]1[C:44]2[C:49](=[CH:48][CH:47]=[CH:46][CH:45]=2)[C:41]2([C:62]3[C:53](=[CH:54][C:55]4[O:60][CH2:59][CH2:58][O:57][C:56]=4[CH:61]=3)[O:52][CH2:51]2)[C:42]1=[O:50], predict the reactants needed to synthesize it. (5) Given the product [CH2:42]([O:41][C:39](=[O:40])[C:38]([O:36][C:11]1[CH:12]=[CH:13][C:14]([O:15][CH2:16][CH2:17][C:18]2[N:19]=[C:20]([C:24]3[CH:25]=[CH:26][C:27]([C:30]4[CH:35]=[CH:34][CH:33]=[CH:32][CH:31]=4)=[CH:28][CH:29]=3)[O:21][C:22]=2[CH3:23])=[C:9]([CH2:1][CH2:2][C:3]2[CH:8]=[CH:7][CH:6]=[CH:5][CH:4]=2)[CH:10]=1)([CH3:45])[CH3:44])[CH3:43], predict the reactants needed to synthesize it. The reactants are: [CH2:1]([C:9]1[CH:10]=[C:11]([OH:36])[CH:12]=[CH:13][C:14]=1[O:15][CH2:16][CH2:17][C:18]1[N:19]=[C:20]([C:24]2[CH:29]=[CH:28][C:27]([C:30]3[CH:35]=[CH:34][CH:33]=[CH:32][CH:31]=3)=[CH:26][CH:25]=2)[O:21][C:22]=1[CH3:23])[CH2:2][C:3]1[CH:8]=[CH:7][CH:6]=[CH:5][CH:4]=1.Br[C:38]([CH3:45])([CH3:44])[C:39]([O:41][CH2:42][CH3:43])=[O:40].C(=O)([O-])[O-].[Cs+].[Cs+]. (6) Given the product [CH2:16]([O:15][N:11]1[C:10]([C:8]2[CH:9]=[C:4]3[C:5](=[CH:6][C:7]=2[C:23]([F:24])([F:26])[F:25])[NH:27][C:34](=[O:42])[N:31]([NH:40][S:37]([CH3:36])(=[O:39])=[O:38])[C:3]3=[O:28])=[CH:14][CH:13]=[N:12]1)[C:17]1[CH:18]=[CH:19][CH:20]=[CH:21][CH:22]=1, predict the reactants needed to synthesize it. The reactants are: CO[C:3](=[O:28])[C:4]1[CH:9]=[C:8]([C:10]2[N:11]([O:15][CH2:16][C:17]3[CH:22]=[CH:21][CH:20]=[CH:19][CH:18]=3)[N:12]=[CH:13][CH:14]=2)[C:7]([C:23]([F:26])([F:25])[F:24])=[CH:6][C:5]=1[NH2:27].CC[N:31]([CH2:34]C)CC.[CH3:36][S:37]([NH:40]N)(=[O:39])=[O:38].[OH-:42].[Na+]. (7) Given the product [CH2:43]([N:50]1[CH2:55][CH2:54][CH:53]([NH:56][C:57]2[C:62]([C:37]3[CH:38]=[CH:39][C:34]([NH:30][C:31](=[O:32])[CH3:33])=[CH:35][CH:36]=3)=[CH:61][N:60]=[C:59]([NH:68][CH2:69][C:70]3[CH:75]=[CH:74][CH:73]=[CH:72][N:71]=3)[N:58]=2)[CH2:52][CH2:51]1)[C:44]1[CH:49]=[CH:48][CH:47]=[CH:46][CH:45]=1, predict the reactants needed to synthesize it. The reactants are: BrC1C(NC2CCN(CC3C=CC=CC=3)CC2)=NC(NCC2C=CN=CC=2)=NC=1.[NH:30]([C:34]1[CH:39]=[CH:38][C:37](B(O)O)=[CH:36][CH:35]=1)[C:31]([CH3:33])=[O:32].[CH2:43]([N:50]1[CH2:55][CH2:54][CH:53]([NH:56][C:57]2[C:62](C3C=CSC=3)=[CH:61][N:60]=[C:59]([NH:68][CH2:69][C:70]3[CH:75]=[CH:74][CH:73]=[CH:72][N:71]=3)[N:58]=2)[CH2:52][CH2:51]1)[C:44]1[CH:49]=[CH:48][CH:47]=[CH:46][CH:45]=1. (8) Given the product [CH3:1][C:2]1([CH3:16])[C:6]([CH3:7])([CH3:8])[CH2:5][C:4]([C:9]2[CH:14]=[CH:13][CH:12]=[CH:11][C:10]=2[N:15]2[CH2:23][CH2:22][NH:21][CH2:20][CH2:19]2)=[CH:3]1, predict the reactants needed to synthesize it. The reactants are: [CH3:1][C:2]1([CH3:16])[C:6]([CH3:8])([CH3:7])[CH2:5][C:4]([C:9]2[CH:14]=[CH:13][CH:12]=[CH:11][C:10]=2[NH2:15])=[CH:3]1.Cl.Cl[CH2:19][CH2:20][NH:21][CH2:22][CH2:23]Cl. (9) Given the product [C:1]1([S:7]([N:10]2[C:14]3=[N:15][CH:16]=[C:17]([S:19][CH3:20])[CH:18]=[C:13]3[CH:12]=[CH:11]2)(=[O:9])=[O:8])[CH:6]=[CH:5][CH:4]=[CH:3][CH:2]=1, predict the reactants needed to synthesize it. The reactants are: [C:1]1([S:7]([N:10]2[C:14]3=[N:15][CH:16]=[C:17]([S:19][CH3:20])[CH:18]=[C:13]3[CH:12]=[C:11]2[Si](C)(C)C)(=[O:9])=[O:8])[CH:6]=[CH:5][CH:4]=[CH:3][CH:2]=1.[F-].C([N+](CCCC)(CCCC)CCCC)CCC.O1CCCC1.[Cl-].[NH4+].